The task is: Predict which catalyst facilitates the given reaction.. This data is from Catalyst prediction with 721,799 reactions and 888 catalyst types from USPTO. Reactant: [F:1][C:2]1[CH:3]=[C:4]([CH2:26][CH2:27][NH2:28])[CH:5]=[CH:6][C:7]=1[C:8]1[S:9][C:10]2[C:15]([N:16]=1)=[CH:14][CH:13]=[C:12]([C:17]1([C:20]3[CH:25]=[CH:24][CH:23]=[CH:22][CH:21]=3)[CH2:19][CH2:18]1)[N:11]=2.O.[C:30]([OH:34])(=[O:33])[CH:31]=O.Cl. Product: [F:1][C:2]1[CH:3]=[C:4]([CH2:26][CH2:27][NH:28][CH2:31][C:30]([OH:34])=[O:33])[CH:5]=[CH:6][C:7]=1[C:8]1[S:9][C:10]2[C:15]([N:16]=1)=[CH:14][CH:13]=[C:12]([C:17]1([C:20]3[CH:21]=[CH:22][CH:23]=[CH:24][CH:25]=3)[CH2:18][CH2:19]1)[N:11]=2. The catalyst class is: 2.